This data is from Forward reaction prediction with 1.9M reactions from USPTO patents (1976-2016). The task is: Predict the product of the given reaction. Given the reactants [Cl:1][C:2]1[CH:7]=[CH:6][N:5]=[C:4]2[NH:8][CH:9]=[CH:10][C:3]=12.C1C=C(Cl)C=C(C(OO)=[O:19])C=1.C([O-])([O-])=O.[K+].[K+], predict the reaction product. The product is: [Cl:1][C:2]1[CH:7]=[CH:6][N+:5]([O-:19])=[C:4]2[NH:8][CH:9]=[CH:10][C:3]=12.